This data is from Forward reaction prediction with 1.9M reactions from USPTO patents (1976-2016). The task is: Predict the product of the given reaction. (1) Given the reactants [C:1]([CH2:3]P(=O)(OCC)OCC)#[N:2].CC(C)([O-])C.[K+].[CH2:18]([O:20][CH:21]([O:29][CH2:30][CH3:31])[C:22]1[S:26][CH:25]=[C:24]([CH:27]=O)[CH:23]=1)[CH3:19], predict the reaction product. The product is: [CH2:18]([O:20][CH:21]([O:29][CH2:30][CH3:31])[C:22]1[S:26][CH:25]=[C:24](/[CH:27]=[CH:3]/[C:1]#[N:2])[CH:23]=1)[CH3:19]. (2) Given the reactants [C:1]1(=[O:15])[N:6]2[CH2:7][CH2:8][C:9]3[CH2:10][C:11](=O)[CH:12]=[CH:13][C:4]([C:5]=32)=[CH:3][NH:2]1.[N:16]([O-])=[O:17].[Na+].CN(C)C=[O:23].Cl.CC(C)=O, predict the reaction product. The product is: [NH:6]1[C:7]2=[CH:8][CH:9]=[CH:5][C:4]3=[C:3]2[N:2]([CH2:10][CH2:11][C:12](=[N:16][OH:17])[C:13]3=[O:23])[C:1]1=[O:15]. (3) Given the reactants [BH4-].[Na+].[Cl-].[Ca+2].[Cl-].[CH3:6][N:7]1[C:11]([C:12]2[CH:17]=[CH:16][CH:15]=[CH:14][CH:13]=2)=[CH:10][C:9]([C:18](OCC)=[O:19])=[N:8]1.[OH-].[Na+], predict the reaction product. The product is: [CH3:6][N:7]1[C:11]([C:12]2[CH:17]=[CH:16][CH:15]=[CH:14][CH:13]=2)=[CH:10][C:9]([CH2:18][OH:19])=[N:8]1. (4) Given the reactants [C:1](O)([C:3]([F:6])([F:5])[F:4])=[O:2].[NH:8]1[CH2:12][CH2:11][N:10]=[C:9]1[C:13]1[CH:18]=[CH:17][C:16]([CH2:19][CH2:20][NH2:21])=[CH:15][CH:14]=1.[CH3:22][O:23][C:24]1[CH:29]=[C:28]([CH3:30])[C:27]([S:31]([N:34]([CH3:45])[CH:35]([C:37]2[O:41][CH:40]=[C:39]([C:42](O)=[O:43])[CH:38]=2)[CH3:36])(=[O:33])=[O:32])=[C:26]([CH3:46])[CH:25]=1.CCN=C=NCCCN(C)C.C1C=C2N=NN(O)C2=CC=1.O, predict the reaction product. The product is: [F:4][C:3]([F:6])([F:5])[C:1]([NH2:8])=[O:2].[NH:10]1[CH2:11][CH2:12][N:8]=[C:9]1[C:13]1[CH:14]=[CH:15][C:16]([CH2:19][CH2:20][NH:21][C:42]([C:39]2[CH:38]=[C:37]([CH:35]([N:34]([S:31]([C:27]3[C:26]([CH3:46])=[CH:25][C:24]([O:23][CH3:22])=[CH:29][C:28]=3[CH3:30])(=[O:33])=[O:32])[CH3:45])[CH3:36])[O:41][CH:40]=2)=[O:43])=[CH:17][CH:18]=1. (5) Given the reactants [CH3:1][O:2][C:3](=[O:28])[C:4]([C:6]1[C:11]([CH3:12])=[CH:10][N:9]2[N:13]=[C:14]([C:16]([O:18][CH3:19])=[O:17])[CH:15]=[C:8]2[C:7]=1OS(C(F)(F)F)(=O)=O)=[O:5].CCN(C(C)C)C(C)C.[CH2:38]([O:41][C:42]1([CH3:48])[CH2:47][CH2:46][NH:45][CH2:44][CH2:43]1)[CH:39]=[CH2:40], predict the reaction product. The product is: [CH2:38]([O:41][C:42]1([CH3:48])[CH2:43][CH2:44][N:45]([C:7]2[C:8]3[N:9]([N:13]=[C:14]([C:16]([O:18][CH3:19])=[O:17])[CH:15]=3)[CH:10]=[C:11]([CH3:12])[C:6]=2[C:4](=[O:5])[C:3]([O:2][CH3:1])=[O:28])[CH2:46][CH2:47]1)[CH:39]=[CH2:40]. (6) Given the reactants [CH:1]([N:4]([CH2:8][CH2:9][CH:10]([C:17]1[CH:22]=[C:21]([CH3:23])[CH:20]=[CH:19][C:18]=1[O:24]C)[C:11]1[CH:16]=[CH:15][CH:14]=[CH:13][CH:12]=1)[CH:5]([CH3:7])[CH3:6])([CH3:3])[CH3:2].[BrH:26], predict the reaction product. The product is: [CH3:23][C:21]1[CH:20]=[CH:19][C:18]([OH:24])=[C:17]([CH:10]([C:11]2[CH:12]=[CH:13][CH:14]=[CH:15][CH:16]=2)[CH2:9][CH2:8][N:4]([CH:5]([CH3:7])[CH3:6])[CH:1]([CH3:2])[CH3:3])[CH:22]=1.[BrH:26]. (7) Given the reactants [O-]CC.[Na+].CO[C:7]([C:9]1[S:10][CH:11]=[CH:12][C:13]=1[NH:14][C:15](=[O:19])[CH2:16][C:17]#[N:18])=[O:8], predict the reaction product. The product is: [OH:8][C:7]1[C:9]2[S:10][CH:11]=[CH:12][C:13]=2[NH:14][C:15](=[O:19])[C:16]=1[C:17]#[N:18].